This data is from NCI-60 drug combinations with 297,098 pairs across 59 cell lines. The task is: Regression. Given two drug SMILES strings and cell line genomic features, predict the synergy score measuring deviation from expected non-interaction effect. (1) Drug 1: C1=CC(=CC=C1C#N)C(C2=CC=C(C=C2)C#N)N3C=NC=N3. Drug 2: CC(C)NC(=O)C1=CC=C(C=C1)CNNC.Cl. Cell line: SK-MEL-28. Synergy scores: CSS=-0.857, Synergy_ZIP=1.42, Synergy_Bliss=1.56, Synergy_Loewe=-2.05, Synergy_HSA=-1.66. (2) Synergy scores: CSS=62.7, Synergy_ZIP=1.22, Synergy_Bliss=1.55, Synergy_Loewe=-10.8, Synergy_HSA=0.822. Drug 1: CCCS(=O)(=O)NC1=C(C(=C(C=C1)F)C(=O)C2=CNC3=C2C=C(C=N3)C4=CC=C(C=C4)Cl)F. Drug 2: COC1=NC(=NC2=C1N=CN2C3C(C(C(O3)CO)O)O)N. Cell line: MOLT-4. (3) Drug 1: C1C(C(OC1N2C=C(C(=O)NC2=O)F)CO)O. Drug 2: N.N.Cl[Pt+2]Cl. Cell line: HOP-62. Synergy scores: CSS=33.3, Synergy_ZIP=-5.61, Synergy_Bliss=-6.94, Synergy_Loewe=-3.47, Synergy_HSA=-2.52. (4) Drug 1: C1CCC(C1)C(CC#N)N2C=C(C=N2)C3=C4C=CNC4=NC=N3. Drug 2: CC1=C(C(=CC=C1)Cl)NC(=O)C2=CN=C(S2)NC3=CC(=NC(=N3)C)N4CCN(CC4)CCO. Cell line: A549. Synergy scores: CSS=42.5, Synergy_ZIP=6.19, Synergy_Bliss=13.9, Synergy_Loewe=-9.55, Synergy_HSA=15.5. (5) Drug 1: CC1CCC2CC(C(=CC=CC=CC(CC(C(=O)C(C(C(=CC(C(=O)CC(OC(=O)C3CCCCN3C(=O)C(=O)C1(O2)O)C(C)CC4CCC(C(C4)OC)O)C)C)O)OC)C)C)C)OC. Drug 2: B(C(CC(C)C)NC(=O)C(CC1=CC=CC=C1)NC(=O)C2=NC=CN=C2)(O)O. Cell line: ACHN. Synergy scores: CSS=33.3, Synergy_ZIP=-0.575, Synergy_Bliss=5.01, Synergy_Loewe=-2.52, Synergy_HSA=3.10.